Dataset: Reaction yield outcomes from USPTO patents with 853,638 reactions. Task: Predict the reaction yield, written as a fraction of the theoretical maximum amount of product (1.0 means a 100% yield; for example, 0.34 means a 34% yield). The reactants are Br[C:2]1[CH:7]=[C:6]([CH2:8][CH3:9])[CH:5]=[C:4]([Br:10])[CH:3]=1.[Li]C(C)(C)C.[CH:16]([S:19][S:19][CH:16]([CH3:18])[CH3:17])([CH3:18])[CH3:17]. The catalyst is C1COCC1. The product is [Br:10][C:4]1[CH:3]=[C:2]([S:19][CH:16]([CH3:18])[CH3:17])[CH:7]=[C:6]([CH2:8][CH3:9])[CH:5]=1. The yield is 0.720.